From a dataset of Merck oncology drug combination screen with 23,052 pairs across 39 cell lines. Regression. Given two drug SMILES strings and cell line genomic features, predict the synergy score measuring deviation from expected non-interaction effect. Drug 1: O=C(CCCCCCC(=O)Nc1ccccc1)NO. Drug 2: Cn1nnc2c(C(N)=O)ncn2c1=O. Cell line: HCT116. Synergy scores: synergy=-5.95.